Dataset: Reaction yield outcomes from USPTO patents with 853,638 reactions. Task: Predict the reaction yield, written as a fraction of the theoretical maximum amount of product (1.0 means a 100% yield; for example, 0.34 means a 34% yield). (1) The catalyst is CO.O1CCCC1.[Pd]. The product is [CH3:28][O:27][C:25]([NH:24][C@H:17]([C:18]1[CH:19]=[CH:20][CH:21]=[CH:22][CH:23]=1)[C:16]([N:12]1[CH2:13][CH2:14][CH2:15][C@H:11]1[C:9]([OH:10])=[O:8])=[O:29])=[O:26]. The yield is 1.00. The reactants are C([O:8][C:9]([C@@H:11]1[CH2:15][CH2:14][CH2:13][N:12]1[C:16](=[O:29])[C@H:17]([NH:24][C:25]([O:27][CH3:28])=[O:26])[C:18]1[CH:23]=[CH:22][CH:21]=[CH:20][CH:19]=1)=[O:10])C1C=CC=CC=1. (2) The catalyst is C(O)C.[OH-].[OH-].[Pd+2]. The reactants are [F:1][C:2]1[CH:7]=[CH:6][CH:5]=[CH:4][C:3]=1[C@@H:8]([N:20]1[CH2:25][CH2:24][CH2:23][CH2:22][CH2:21]1)[C:9]([O:11][C@H](C1C=CC=CC=1)C)=[O:10]. The product is [F:1][C:2]1[CH:7]=[CH:6][CH:5]=[CH:4][C:3]=1[C@@H:8]([N:20]1[CH2:25][CH2:24][CH2:23][CH2:22][CH2:21]1)[C:9]([OH:11])=[O:10]. The yield is 0.980. (3) The reactants are [CH3:1][CH:2]1[CH2:7][CH2:6][N:5]([C:8]2[CH:13]=[C:12]([N:14]3[CH2:19][CH2:18][NH:17][CH2:16][CH2:15]3)[CH:11]=[CH:10][C:9]=2[NH:20][C:21]([C:23]2[O:24][C:25]([C:28]#[N:29])=[CH:26][CH:27]=2)=[O:22])[CH2:4][CH2:3]1.FC(F)(F)C(O)=O.[CH3:37][S:38](Cl)(=[O:40])=[O:39].CCN(C(C)C)C(C)C. No catalyst specified. The product is [CH3:37][S:38]([N:17]1[CH2:18][CH2:19][N:14]([C:12]2[CH:11]=[CH:10][C:9]([NH:20][C:21]([C:23]3[O:24][C:25]([C:28]#[N:29])=[CH:26][CH:27]=3)=[O:22])=[C:8]([N:5]3[CH2:4][CH2:3][CH:2]([CH3:1])[CH2:7][CH2:6]3)[CH:13]=2)[CH2:15][CH2:16]1)(=[O:40])=[O:39]. The yield is 0.910.